This data is from Reaction yield outcomes from USPTO patents with 853,638 reactions. The task is: Predict the reaction yield, written as a fraction of the theoretical maximum amount of product (1.0 means a 100% yield; for example, 0.34 means a 34% yield). (1) The reactants are Br[C:2]1[CH:12]=[N:11][C:5]2[NH:6][CH2:7][CH2:8][CH2:9][NH:10][C:4]=2[CH:3]=1.[CH3:13][N:14]([CH2:19][C:20]1[O:21][C:22]2[CH:29]=[CH:28][CH:27]=[CH:26][C:23]=2[C:24]=1[CH3:25])[C:15](=[O:18])[CH:16]=[CH2:17].C(N(C(C)C)C(C)C)C.CC1C=CC=CC=1P(C1C=CC=CC=1C)C1C=CC=CC=1C. The catalyst is CC([O-])=O.CC([O-])=O.[Pd+2].CN(C=O)C. The product is [CH3:13][N:14]([CH2:19][C:20]1[O:21][C:22]2[CH:29]=[CH:28][CH:27]=[CH:26][C:23]=2[C:24]=1[CH3:25])[C:15](=[O:18])/[CH:16]=[CH:17]/[C:2]1[CH:12]=[N:11][C:5]2[NH:6][CH2:7][CH2:8][CH2:9][NH:10][C:4]=2[CH:3]=1. The yield is 0.450. (2) The reactants are [F:1][C:2]1[CH:3]=[CH:4][C:5]([O:10][C:11]2[CH:12]=[C:13]3[CH:19]=[N:18][NH:17][C:14]3=[CH:15][N:16]=2)=[C:6]([CH:9]=1)[C:7]#[N:8].[H-].[Na+].[CH3:22]I. The catalyst is CN(C=O)C. The product is [F:1][C:2]1[CH:3]=[CH:4][C:5]([O:10][C:11]2[CH:12]=[C:13]3[CH:19]=[N:18][N:17]([CH3:22])[C:14]3=[CH:15][N:16]=2)=[C:6]([CH:9]=1)[C:7]#[N:8]. The yield is 0.510. (3) The catalyst is C(Cl)(Cl)Cl. The product is [Br:14][C:9]1[C:10]([O:12][CH3:13])=[CH:11][C:3]([O:2][CH3:1])=[C:4]([CH:8]=1)[C:5]([OH:7])=[O:6]. The yield is 0.780. The reactants are [CH3:1][O:2][C:3]1[CH:11]=[C:10]([O:12][CH3:13])[CH:9]=[CH:8][C:4]=1[C:5]([OH:7])=[O:6].[Br:14]Br. (4) The reactants are Br[C:2]1[CH:7]=[CH:6][C:5]([C:8]2([C:11]3[N:15]4[CH2:16][CH2:17][S:18][C:19]([CH2:22][O:23][Si:24]([C:27]([CH3:30])([CH3:29])[CH3:28])([CH3:26])[CH3:25])([CH3:21])[CH2:20][C:14]4=[N:13][N:12]=3)[CH2:10][CH2:9]2)=[CH:4][CH:3]=1.[CH3:31][C:32]1[C:36](B2OC(C)(C)C(C)(C)O2)=[CH:35][NH:34][N:33]=1.C(=O)([O-])[O-].[K+].[K+]. The catalyst is COCCOC.O.C1C=CC([P]([Pd]([P](C2C=CC=CC=2)(C2C=CC=CC=2)C2C=CC=CC=2)([P](C2C=CC=CC=2)(C2C=CC=CC=2)C2C=CC=CC=2)[P](C2C=CC=CC=2)(C2C=CC=CC=2)C2C=CC=CC=2)(C2C=CC=CC=2)C2C=CC=CC=2)=CC=1. The product is [Si:24]([O:23][CH2:22][C:19]1([CH3:21])[S:18][CH2:17][CH2:16][N:15]2[C:11]([C:8]3([C:5]4[CH:6]=[CH:7][C:2]([C:36]5[C:32]([CH3:31])=[N:33][NH:34][CH:35]=5)=[CH:3][CH:4]=4)[CH2:10][CH2:9]3)=[N:12][N:13]=[C:14]2[CH2:20]1)([C:27]([CH3:30])([CH3:29])[CH3:28])([CH3:26])[CH3:25]. The yield is 0.710. (5) The reactants are [CH3:1][C:2]1[C:11]2[C:6](=[CH:7][CH:8]=[CH:9][CH:10]=2)[C:5]([C:12]#[N:13])=[CH:4][CH:3]=1.C1C(=O)N([Br:21])C(=O)C1.CC(N=NC(C#N)(C)C)(C#N)C. The catalyst is C(Cl)(Cl)(Cl)Cl.O. The product is [Br:21][CH2:1][C:2]1[C:11]2[C:6](=[CH:7][CH:8]=[CH:9][CH:10]=2)[C:5]([C:12]#[N:13])=[CH:4][CH:3]=1. The yield is 0.520. (6) The reactants are Cl.[CH2:2]1[C:10]2[C:5](=[CH:6][CH:7]=[CH:8][CH:9]=2)[CH2:4][CH:3]1[C@H:11]1[NH:16][C:15](=[O:17])[C@@H:14]([C@@H:18]([CH3:21])[CH2:19][CH3:20])[N:13]([CH:22]([C:26]2[C:27]([CH3:33])=[N:28][C:29]([CH3:32])=[CH:30][CH:31]=2)[C:23](O)=[O:24])[C:12]1=[O:34].[NH:35]1[CH2:40][CH2:39][O:38][CH2:37][CH2:36]1. The catalyst is ClCCl. The product is [CH2:2]1[C:10]2[C:5](=[CH:6][CH:7]=[CH:8][CH:9]=2)[CH2:4][CH:3]1[C@H:11]1[NH:16][C:15](=[O:17])[C@@H:14]([C@@H:18]([CH3:21])[CH2:19][CH3:20])[N:13]([C@H:22]([C:26]2[C:27]([CH3:33])=[N:28][C:29]([CH3:32])=[CH:30][CH:31]=2)[C:23]([N:35]2[CH2:40][CH2:39][O:38][CH2:37][CH2:36]2)=[O:24])[C:12]1=[O:34]. The yield is 0.450.